Dataset: Peptide-MHC class I binding affinity with 185,985 pairs from IEDB/IMGT. Task: Regression. Given a peptide amino acid sequence and an MHC pseudo amino acid sequence, predict their binding affinity value. This is MHC class I binding data. (1) The peptide sequence is WYPDGYKL. The MHC is Mamu-A01 with pseudo-sequence Mamu-A01. The binding affinity (normalized) is 0.382. (2) The peptide sequence is DLKRIGASL. The MHC is HLA-A11:01 with pseudo-sequence HLA-A11:01. The binding affinity (normalized) is 0.0847.